This data is from Reaction yield outcomes from USPTO patents with 853,638 reactions. The task is: Predict the reaction yield, written as a fraction of the theoretical maximum amount of product (1.0 means a 100% yield; for example, 0.34 means a 34% yield). (1) The reactants are [Br:1][C:2]1[C:3]([CH:9]([OH:15])[C:10]([O:12][CH2:13][CH3:14])=[O:11])=[C:4]([CH3:8])[S:5][C:6]=1[Cl:7].Cl(O)(=O)(=O)=O.C(=O)(O)[O-].[Na+]. The catalyst is C(OC(=O)C)(C)(C)C. The product is [Br:1][C:2]1[C:3]([CH:9]([O:15][C:3]([CH3:9])([CH3:4])[CH3:2])[C:10]([O:12][CH2:13][CH3:14])=[O:11])=[C:4]([CH3:8])[S:5][C:6]=1[Cl:7]. The yield is 0.820. (2) The reactants are [NH:1]1[CH2:6][CH2:5][NH:4][CH2:3][CH2:2]1.Cl[CH2:8][C:9]1[O:10][C:11]2[CH:17]=[CH:16][C:15]([C:18]3[C:26]4[C:21](=[CH:22][C:23]([F:27])=[CH:24][CH:25]=4)[N:20]([S:28]([C:31]4[CH:36]=[CH:35][CH:34]=[CH:33][CH:32]=4)(=[O:30])=[O:29])[CH:19]=3)=[CH:14][C:12]=2[N:13]=1. The catalyst is CN(C=O)C.CCOC(C)=O. The product is [F:27][C:23]1[CH:22]=[C:21]2[C:26]([C:18]([C:15]3[CH:16]=[CH:17][C:11]4[O:10][C:9]([CH2:8][N:1]5[CH2:6][CH2:5][NH:4][CH2:3][CH2:2]5)=[N:13][C:12]=4[CH:14]=3)=[CH:19][N:20]2[S:28]([C:31]2[CH:32]=[CH:33][CH:34]=[CH:35][CH:36]=2)(=[O:30])=[O:29])=[CH:25][CH:24]=1. The yield is 0.720. (3) The reactants are [CH3:1][C:2]1([CH3:24])[C:6]([CH3:8])([CH3:7])[O:5][B:4]([C:9]2[CH:14]=[CH:13][CH:12]=[C:11](B3OC(C)(C)C(C)(C)O3)[CH:10]=2)[O:3]1.Br[C:26]1[C:27]2[C:32]([C:33]([C:40]3[CH:49]=[CH:48][C:47]4[C:42](=[CH:43][CH:44]=[CH:45][CH:46]=4)[CH:41]=3)=[C:34]3[C:39]=1[CH:38]=[CH:37][CH:36]=[CH:35]3)=[CH:31][CH:30]=[CH:29][CH:28]=2.C([O-])([O-])=O.[Na+].[Na+].CCO. The catalyst is C1(C)C=CC=CC=1. The product is [CH3:24][C:2]1([CH3:1])[C:6]([CH3:8])([CH3:7])[O:5][B:4]([C:9]2[CH:14]=[CH:13][CH:12]=[C:11]([C:26]3[C:27]4[C:32]([C:33]([C:40]5[CH:49]=[CH:48][C:47]6[C:42](=[CH:43][CH:44]=[CH:45][CH:46]=6)[CH:41]=5)=[C:34]5[C:39]=3[CH:38]=[CH:37][CH:36]=[CH:35]5)=[CH:31][CH:30]=[CH:29][CH:28]=4)[CH:10]=2)[O:3]1. The yield is 0.320. (4) The reactants are [CH2:1]([N:8]1[C:13](=[O:14])[CH2:12][NH:11][C:10]2[N:15]=[CH:16][C:17]([C:19]3[CH:20]=[C:21]([CH:25]=[CH:26][CH:27]=3)[C:22]([OH:24])=O)=[CH:18][C:9]1=2)[C:2]1[CH:7]=[CH:6][CH:5]=[CH:4][CH:3]=1.[CH2:28]([NH2:30])[CH3:29]. No catalyst specified. The product is [CH2:1]([N:8]1[C:13](=[O:14])[CH2:12][NH:11][C:10]2[N:15]=[CH:16][C:17]([C:19]3[CH:20]=[C:21]([CH:25]=[CH:26][CH:27]=3)[C:22]([NH:30][CH2:28][CH3:29])=[O:24])=[CH:18][C:9]1=2)[C:2]1[CH:7]=[CH:6][CH:5]=[CH:4][CH:3]=1. The yield is 0.0300. (5) The product is [CH2:8]([O:15][C:16]1[CH:33]=[CH:32][C:31]2[C@@H:30]3[C@H:21]([C@H:22]4[C@@:26]([CH2:28][CH2:29]3)([CH3:27])[C:25]([OH:34])([C:35]([F:38])([F:36])[F:37])[CH2:24][CH:23]4[CH2:39][CH2:40][CH2:41][CH2:42][O:43][C:1](=[O:6])[C:2]([CH3:5])([CH3:4])[CH3:3])[CH2:20][CH2:19][C:18]=2[CH:17]=1)[C:9]1[CH:14]=[CH:13][CH:12]=[CH:11][CH:10]=1. The reactants are [C:1](Cl)(=[O:6])[C:2]([CH3:5])([CH3:4])[CH3:3].[CH2:8]([O:15][C:16]1[CH:33]=[CH:32][C:31]2[C@@H:30]3[C@H:21]([C@H:22]4[C@@:26]([CH2:28][CH2:29]3)([CH3:27])[C:25]([C:35]([F:38])([F:37])[F:36])([OH:34])[CH2:24][CH:23]4[CH2:39][CH2:40][CH2:41][CH2:42][OH:43])[CH2:20][CH2:19][C:18]=2[CH:17]=1)[C:9]1[CH:14]=[CH:13][CH:12]=[CH:11][CH:10]=1. The yield is 0.960. The catalyst is N1C=CC=CC=1. (6) The yield is 0.800. The catalyst is O1CCOCC1. The reactants are Br[C:2]1[C:10]2[C:5](=[N:6][CH:7]=[C:8]([C:11]([F:14])([F:13])[F:12])[CH:9]=2)[N:4]([S:15]([C:18]2[CH:24]=[CH:23][C:21]([CH3:22])=[CH:20][CH:19]=2)(=[O:17])=[O:16])[CH:3]=1.[B:25]1([B:25]2[O:29][C:28]([CH3:31])([CH3:30])[C:27]([CH3:33])([CH3:32])[O:26]2)[O:29][C:28]([CH3:31])([CH3:30])[C:27]([CH3:33])([CH3:32])[O:26]1.C([O-])(=O)C.[K+]. The product is [F:12][C:11]([F:14])([F:13])[C:8]1[CH:9]=[C:10]2[C:2]([B:25]3[O:29][C:28]([CH3:31])([CH3:30])[C:27]([CH3:33])([CH3:32])[O:26]3)=[CH:3][N:4]([S:15]([C:18]3[CH:24]=[CH:23][C:21]([CH3:22])=[CH:20][CH:19]=3)(=[O:17])=[O:16])[C:5]2=[N:6][CH:7]=1. (7) The reactants are [CH2:1]([NH:8][C@H:9]1[C@@H:14]([NH:15][C:16]([C:18]2[NH:19][C:20]([CH2:24][CH3:25])=[C:21]([Cl:23])[N:22]=2)=[O:17])[CH2:13][CH2:12][N:11](C(OC(C)(C)C)=O)[CH2:10]1)[C:2]1[CH:7]=[CH:6][CH:5]=[CH:4][CH:3]=1.Cl.O1CCOCC1.Br[C:41]1[S:42][C:43]([C:47]([O:49][CH2:50][CH3:51])=[O:48])=[C:44]([CH3:46])[N:45]=1.C(=O)([O-])[O-].[Na+].[Na+]. No catalyst specified. The product is [CH2:1]([NH:8][C@H:9]1[C@@H:14]([NH:15][C:16]([C:18]2[NH:19][C:20]([CH2:24][CH3:25])=[C:21]([Cl:23])[N:22]=2)=[O:17])[CH2:13][CH2:12][N:11]([C:41]2[S:42][C:43]([C:47]([O:49][CH2:50][CH3:51])=[O:48])=[C:44]([CH3:46])[N:45]=2)[CH2:10]1)[C:2]1[CH:3]=[CH:4][CH:5]=[CH:6][CH:7]=1. The yield is 0.570. (8) The reactants are [CH2:1]([O:8][C:9](=[O:16])[C@H:10]([CH2:12][CH:13]([CH3:15])[CH3:14])[NH2:11])[C:2]1[CH:7]=[CH:6][CH:5]=[CH:4][CH:3]=1.[CH2:17]1[CH2:23][S:20](=[O:22])(=[O:21])[O:19][CH2:18]1. The catalyst is O1CCCC1.O1CCOCC1.CO. The product is [CH2:1]([O:8][C:9]([C@@H:10]([NH:11][CH2:18][CH2:17][CH2:23][S:20]([OH:22])(=[O:21])=[O:19])[CH2:12][CH:13]([CH3:14])[CH3:15])=[O:16])[C:2]1[CH:7]=[CH:6][CH:5]=[CH:4][CH:3]=1. The yield is 0.470. (9) The reactants are FC(F)(F)S(O[C:7]1[C:8]2[CH2:28][N:27]([C:29](=[O:31])[CH3:30])[CH2:26][CH2:25][C:9]=2[N:10]=[C:11]([NH:13][C:14]2[CH:19]=[CH:18][C:17]([C:20]3[O:24][CH:23]=[N:22][CH:21]=3)=[CH:16][CH:15]=2)[N:12]=1)(=O)=O.[NH2:34][C:35]1([CH2:40][OH:41])[CH2:39][CH2:38][CH2:37][CH2:36]1. The catalyst is CS(C)=O. The product is [OH:41][CH2:40][C:35]1([NH:34][C:7]2[C:8]3[CH2:28][N:27]([C:29](=[O:31])[CH3:30])[CH2:26][CH2:25][C:9]=3[N:10]=[C:11]([NH:13][C:14]3[CH:15]=[CH:16][C:17]([C:20]4[O:24][CH:23]=[N:22][CH:21]=4)=[CH:18][CH:19]=3)[N:12]=2)[CH2:39][CH2:38][CH2:37][CH2:36]1. The yield is 0.260. (10) The reactants are [C:1]([O:5][C:6](=[O:16])[NH:7][CH2:8][C:9]1[CH:14]=[CH:13][N:12]=[C:11](Br)[CH:10]=1)([CH3:4])([CH3:3])[CH3:2].[F:17][C:18]([F:29])([F:28])[C:19]1[N:24]=[CH:23][C:22](B(O)O)=[CH:21][N:20]=1.C(=O)([O-])[O-].[K+].[K+].O. The catalyst is CN(C=O)C.C1C=CC([P]([Pd]([P](C2C=CC=CC=2)(C2C=CC=CC=2)C2C=CC=CC=2)([P](C2C=CC=CC=2)(C2C=CC=CC=2)C2C=CC=CC=2)[P](C2C=CC=CC=2)(C2C=CC=CC=2)C2C=CC=CC=2)(C2C=CC=CC=2)C2C=CC=CC=2)=CC=1. The product is [C:1]([O:5][C:6](=[O:16])[NH:7][CH2:8][C:9]1[CH:14]=[CH:13][N:12]=[C:11]([C:22]2[CH:21]=[N:20][C:19]([C:18]([F:29])([F:28])[F:17])=[N:24][CH:23]=2)[CH:10]=1)([CH3:4])([CH3:3])[CH3:2]. The yield is 0.140.